Dataset: Forward reaction prediction with 1.9M reactions from USPTO patents (1976-2016). Task: Predict the product of the given reaction. (1) Given the reactants [N:1]1[CH:6]=[CH:5][N:4]=[C:3]2[N:7]=[CH:8][C:9]([C:11]3[C:12]4[N:13]([N:17]=[C:18]([NH2:20])[N:19]=4)[CH:14]=[CH:15][N:16]=3)=[CH:10][C:2]=12.Cl[C:22]1[CH:27]=[CH:26][C:25]([N:28]2[CH2:33][CH2:32][O:31][CH2:30][CH2:29]2)=[CH:24][CH:23]=1.CC(C1C=C(C(C)C)C(C2C(P(C3CCCCC3)C3CCCCC3)=C(OC)C=CC=2OC)=C(C(C)C)C=1)C, predict the reaction product. The product is: [O:31]1[CH2:32][CH2:33][N:28]([C:25]2[CH:26]=[CH:27][C:22]([NH:20][C:18]3[N:19]=[C:12]4[C:11]([C:9]5[CH:8]=[N:7][C:3]6=[N:4][CH:5]=[CH:6][N:1]=[C:2]6[CH:10]=5)=[N:16][CH:15]=[CH:14][N:13]4[N:17]=3)=[CH:23][CH:24]=2)[CH2:29][CH2:30]1. (2) Given the reactants [CH2:1]([O:8][C:9]1[C:36]([CH3:37])=[CH:35][C:12]([C:13]([NH:15][CH2:16][C:17](OCC)([O:29]CC)[C:18]2[CH:23]=[C:22]([CH3:24])[N:21]=[C:20]([NH:25][CH:26]([CH3:28])[CH3:27])[N:19]=2)=[O:14])=[CH:11][C:10]=1[CH2:38][CH3:39])[C:2]1[CH:7]=[CH:6][CH:5]=[CH:4][CH:3]=1.[OH-].[Na+], predict the reaction product. The product is: [CH2:1]([O:8][C:9]1[C:36]([CH3:37])=[CH:35][C:12]([C:13]([NH:15][CH2:16][C:17]([C:18]2[CH:23]=[C:22]([CH3:24])[N:21]=[C:20]([NH:25][CH:26]([CH3:28])[CH3:27])[N:19]=2)=[O:29])=[O:14])=[CH:11][C:10]=1[CH2:38][CH3:39])[C:2]1[CH:3]=[CH:4][CH:5]=[CH:6][CH:7]=1. (3) Given the reactants [N+:1]([O-:4])(O)=[O:2].[F:5][C:6]1[CH:13]=[C:12]([OH:14])[CH:11]=[CH:10][C:7]=1[C:8]#[N:9], predict the reaction product. The product is: [F:5][C:6]1[CH:13]=[C:12]([OH:14])[C:11]([N+:1]([O-:4])=[O:2])=[CH:10][C:7]=1[C:8]#[N:9].